Task: Predict the reactants needed to synthesize the given product.. Dataset: Full USPTO retrosynthesis dataset with 1.9M reactions from patents (1976-2016) (1) Given the product [CH3:23][NH:24][C:9](=[O:11])[CH2:8][CH:7]([C:3]1[CH:2]=[N:1][CH:6]=[CH:5][CH:4]=1)[C:12]1[C:20]2[C:15](=[N:16][CH:17]=[CH:18][CH:19]=2)[NH:14][CH:13]=1, predict the reactants needed to synthesize it. The reactants are: [N:1]1[CH:6]=[CH:5][CH:4]=[C:3]([CH:7]([C:12]2[C:20]3[C:15](=[N:16][CH:17]=[CH:18][CH:19]=3)[NH:14][CH:13]=2)[CH2:8][C:9]([OH:11])=O)[CH:2]=1.C1C[N:24]([P+](ON2N=NC3C=CC=CC2=3)(N2CCCC2)N2CCCC2)[CH2:23]C1.F[P-](F)(F)(F)(F)F.CN. (2) Given the product [C:15]([O:19][C:20](=[O:28])[NH:21][CH:22]1[CH2:27][CH2:26][N:25]([C:2]2[CH:7]=[CH:6][C:5]([O:8][C:9]3[CH:14]=[CH:13][CH:12]=[CH:11][CH:10]=3)=[CH:4][CH:3]=2)[CH2:24][CH2:23]1)([CH3:18])([CH3:16])[CH3:17], predict the reactants needed to synthesize it. The reactants are: I[C:2]1[CH:7]=[CH:6][C:5]([O:8][C:9]2[CH:14]=[CH:13][CH:12]=[CH:11][CH:10]=2)=[CH:4][CH:3]=1.[C:15]([O:19][C:20](=[O:28])[NH:21][CH:22]1[CH2:27][CH2:26][NH:25][CH2:24][CH2:23]1)([CH3:18])([CH3:17])[CH3:16]. (3) The reactants are: [Si:1]([O:8][NH2:9])([C:4]([CH3:7])([CH3:6])[CH3:5])([CH3:3])[CH3:2].C(N(CC)CC)C.[C:17]([C:20]1[CH:25]=[CH:24][C:23]([S:26](Cl)(=[O:28])=[O:27])=[CH:22][CH:21]=1)(=[O:19])[CH3:18].O. Given the product [C:17]([C:20]1[CH:21]=[CH:22][C:23]([S:26]([NH:9][O:8][Si:1]([C:4]([CH3:7])([CH3:6])[CH3:5])([CH3:3])[CH3:2])(=[O:28])=[O:27])=[CH:24][CH:25]=1)(=[O:19])[CH3:18], predict the reactants needed to synthesize it. (4) Given the product [CH3:13][NH:14][C:15]1[N:2]([CH3:1])[C:3]2[CH:8]=[CH:7][C:6]([N+:9]([O-:11])=[O:10])=[CH:5][C:4]=2[N:12]=1, predict the reactants needed to synthesize it. The reactants are: [CH3:1][NH:2][C:3]1[C:4]([NH2:12])=[CH:5][C:6]([N+:9]([O-:11])=[O:10])=[CH:7][CH:8]=1.[CH3:13][N:14]=[C:15]=S.C(Cl)CCl. (5) Given the product [ClH:25].[NH2:1][CH2:4][C:5]1[C:14](=[O:15])[C:13]2[C:8](=[CH:9][C:10]([F:16])=[CH:11][CH:12]=2)[N:7]([C:17]2[CH:22]=[CH:21][CH:20]=[CH:19][C:18]=2[F:23])[CH:6]=1, predict the reactants needed to synthesize it. The reactants are: [N:1]([CH2:4][C:5]1[C:14](=[O:15])[C:13]2[C:8](=[CH:9][C:10]([F:16])=[CH:11][CH:12]=2)[N:7]([C:17]2[CH:22]=[CH:21][CH:20]=[CH:19][C:18]=2[F:23])[CH:6]=1)=[N+]=[N-].Cl.[Cl:25]C(Cl)C.C(OCC)(=O)C.